This data is from Forward reaction prediction with 1.9M reactions from USPTO patents (1976-2016). The task is: Predict the product of the given reaction. (1) Given the reactants F[C:2]1[CH:9]=[N:8][CH:7]=[CH:6][C:3]=1[CH:4]=[O:5].[Na+].[F:11][C:12]1[CH:17]=[CH:16][C:15]([S:18]([O-:20])=[O:19])=[CH:14][CH:13]=1, predict the reaction product. The product is: [F:11][C:12]1[CH:17]=[CH:16][C:15]([S:18]([C:2]2[CH:9]=[N:8][CH:7]=[CH:6][C:3]=2[CH:4]=[O:5])(=[O:20])=[O:19])=[CH:14][CH:13]=1. (2) Given the reactants [NH2:1][S:2][O:3][O:4][C:5]1[CH:10]=[CH:9][C:8]([N:11]2[C:19]3[C:18]4[CH:20]=[C:21]([N+:24]([O-:26])=[O:25])[CH:22]=[CH:23][C:17]=4[CH2:16][CH2:15][C:14]=3[C:13]([C:27]([O:29]CC)=O)=[N:12]2)=[CH:7][CH:6]=1.[OH-].[NH4+:33], predict the reaction product. The product is: [NH2:1][S:2][O:3][O:4][C:5]1[CH:6]=[CH:7][C:8]([N:11]2[C:19]3[C:18]4[CH:20]=[C:21]([N+:24]([O-:26])=[O:25])[CH:22]=[CH:23][C:17]=4[CH2:16][CH2:15][C:14]=3[C:13]([C:27]([NH2:33])=[O:29])=[N:12]2)=[CH:9][CH:10]=1. (3) Given the reactants [CH:1]1([C:7]([OH:9])=[O:8])[CH2:6][CH2:5][CH:4]=[CH:3][CH2:2]1.[I-:10].[K+].C(=O)([O-])O.[Na+].II, predict the reaction product. The product is: [I:10][CH:4]1[CH:5]2[CH2:6][CH:1]([C:7](=[O:9])[O:8]2)[CH2:2][CH2:3]1. (4) Given the reactants [Cl:1][C:2]1[CH:7]=[CH:6][C:5]([C:8]2[CH:9]=[C:10]([NH2:20])[CH:11]=[N:12][C:13]=2[O:14][CH2:15][C:16]([F:19])([F:18])[F:17])=[CH:4][CH:3]=1.[CH3:21][N:22]1[C:26]([C:27](O)=[O:28])=[CH:25][CH:24]=[N:23]1, predict the reaction product. The product is: [Cl:1][C:2]1[CH:3]=[CH:4][C:5]([C:8]2[CH:9]=[C:10]([NH:20][C:27]([C:26]3[N:22]([CH3:21])[N:23]=[CH:24][CH:25]=3)=[O:28])[CH:11]=[N:12][C:13]=2[O:14][CH2:15][C:16]([F:17])([F:18])[F:19])=[CH:6][CH:7]=1. (5) Given the reactants [F:1][C:2]([C:5]1[CH:12]=[CH:11][C:8]([CH:9]=O)=[CH:7][CH:6]=1)([F:4])[CH3:3].[NH2:13][C:14]1[N:15]=[N:16][C:17]([CH3:20])=[CH:18][CH:19]=1.C([O:23][C:24](=O)[C:25](=[O:37])[CH2:26][C:27]([C:29]1[CH:34]=[CH:33][C:32]([C:35]#[N:36])=[CH:31][CH:30]=1)=[O:28])C, predict the reaction product. The product is: [F:1][C:2]([C:5]1[CH:12]=[CH:11][C:8]([CH:9]2[C:26]([C:27]([C:29]3[CH:34]=[CH:33][C:32]([C:35]#[N:36])=[CH:31][CH:30]=3)=[O:28])=[C:25]([OH:37])[C:24](=[O:23])[N:13]2[C:14]2[N:15]=[N:16][C:17]([CH3:20])=[CH:18][CH:19]=2)=[CH:7][CH:6]=1)([F:4])[CH3:3]. (6) Given the reactants [NH2:1][C:2]1[N:7]=[C:6]([N:8]([CH3:15])[C:9]2[CH:14]=[CH:13][CH:12]=[CH:11][CH:10]=2)[N:5]=[C:4]([C:16]2[N:20]=[C:19]([C:21]3[CH:22]=[CH:23][C:24]([C:27]([O:29]C)=[O:28])=[N:25][CH:26]=3)[O:18][N:17]=2)[N:3]=1.[OH-].[Na+], predict the reaction product. The product is: [NH2:1][C:2]1[N:7]=[C:6]([N:8]([CH3:15])[C:9]2[CH:14]=[CH:13][CH:12]=[CH:11][CH:10]=2)[N:5]=[C:4]([C:16]2[N:20]=[C:19]([C:21]3[CH:22]=[CH:23][C:24]([C:27]([OH:29])=[O:28])=[N:25][CH:26]=3)[O:18][N:17]=2)[N:3]=1. (7) The product is: [CH:1]1([CH2:4][N:5]2[C:9]([C:10]([NH:12][C:13]3[CH:17]=[C:16]([C:18]([NH:20][CH2:21][CH2:22][CH2:23][N:24]([CH3:26])[CH3:25])=[O:19])[N:15]([CH3:27])[CH:14]=3)=[O:11])=[CH:8][C:7]([NH:28][C:29]([C:31]3[N:32]([CH3:39])[CH:33]=[C:34]([NH:36][CH:40]=[O:42])[CH:35]=3)=[O:30])=[CH:6]2)[CH2:3][CH2:2]1. Given the reactants [CH:1]1([CH2:4][N:5]2[C:9]([C:10]([NH:12][C:13]3[CH:17]=[C:16]([C:18]([NH:20][CH2:21][CH2:22][CH2:23][N:24]([CH3:26])[CH3:25])=[O:19])[N:15]([CH3:27])[CH:14]=3)=[O:11])=[CH:8][C:7]([NH:28][C:29]([C:31]3[N:32]([CH3:39])[CH:33]=[C:34]([N+:36]([O-])=O)[CH:35]=3)=[O:30])=[CH:6]2)[CH2:3][CH2:2]1.[CH2:40]([OH:42])C, predict the reaction product. (8) Given the reactants C(N(CC)CC)C.[Cl:8][C:9]1[CH:10]=[C:11]([C:16]2[N:20]([C:21]3[CH:26]=[CH:25][C:24]([O:27][CH3:28])=[CH:23][CH:22]=3)[N:19]=[C:18]([CH2:29][OH:30])[CH:17]=2)[CH:12]=[CH:13][C:14]=1[Cl:15].[CH3:31][S:32](Cl)(=[O:34])=[O:33], predict the reaction product. The product is: [Cl:8][C:9]1[CH:10]=[C:11]([C:16]2[N:20]([C:21]3[CH:22]=[CH:23][C:24]([O:27][CH3:28])=[CH:25][CH:26]=3)[N:19]=[C:18]([CH2:29][O:30][S:32]([CH3:31])(=[O:34])=[O:33])[CH:17]=2)[CH:12]=[CH:13][C:14]=1[Cl:15]. (9) The product is: [Cl:15][C:8]1[C:7]2[C:12](=[CH:13][CH:14]=[C:5]([CH2:3][OH:4])[CH:6]=2)[N:11]=[CH:10][CH:16]=1. Given the reactants CO[C:3]([C:5]1[CH:6]=[C:7]2[C:12](=[CH:13][CH:14]=1)[N:11]=[CH:10]N=[C:8]2[Cl:15])=[O:4].[CH3:16]C(C[AlH]CC(C)C)C, predict the reaction product. (10) Given the reactants [CH3:1][CH:2]1[N:11]2[CH:12]=[C:13]([C:16]([OH:18])=[O:17])[C:14](=[O:15])[C:9]3[C:10]2=[C:5]([CH:6]=[C:7]([F:19])[CH:8]=3)[CH2:4][CH2:3]1.I[CH2:21][CH3:22].C(=O)([O-])[O-].[K+].[K+], predict the reaction product. The product is: [F:19][C:7]1[CH:8]=[C:9]2[C:10]3=[C:5]([CH2:4][CH2:3][CH:2]([CH3:1])[N:11]3[CH:12]=[C:13]([C:16]([O:18][CH2:21][CH3:22])=[O:17])[C:14]2=[O:15])[CH:6]=1.